This data is from Forward reaction prediction with 1.9M reactions from USPTO patents (1976-2016). The task is: Predict the product of the given reaction. (1) Given the reactants [NH2:1][C@@H:2]([CH2:22][C:23]1[CH:28]=[CH:27][C:26]([OH:29])=[CH:25][CH:24]=1)[C@@H:3]([OH:21])[CH2:4][C@@H:5]([NH:13][C:14](=[O:20])[O:15][C:16]([CH3:19])([CH3:18])[CH3:17])[CH2:6][C:7]1[CH:12]=[CH:11][CH:10]=[CH:9][CH:8]=1.[CH2:30]([O:37][C:38](ON1C(=O)CCC1=O)=[O:39])[C:31]1[CH:36]=[CH:35][CH:34]=[CH:33][CH:32]=1.C(N(CC)C(C)C)(C)C.CO, predict the reaction product. The product is: [C:16]([O:15][C:14]([NH:13][C@@H:5]([CH2:6][C:7]1[CH:12]=[CH:11][CH:10]=[CH:9][CH:8]=1)[CH2:4][C@H:3]([OH:21])[C@@H:2]([NH:1][C:38](=[O:39])[O:37][CH2:30][C:31]1[CH:36]=[CH:35][CH:34]=[CH:33][CH:32]=1)[CH2:22][C:23]1[CH:24]=[CH:25][C:26]([OH:29])=[CH:27][CH:28]=1)=[O:20])([CH3:19])([CH3:18])[CH3:17]. (2) Given the reactants N1C2[C:4](=[CH:5][CH:6]=CC=2)[CH2:3][C@H:2]1[C:10](O)=O.[CH3:13]C(C)=O.[C:17](=[O:20])([O-])[O-:18].[K+].[K+].CI.[CH3:25][N:26]([CH3:29])[CH:27]=O, predict the reaction product. The product is: [CH3:13][O:18][C:17]([C@@H:27]1[CH2:6][C:5]2[C:25](=[CH:10][CH:2]=[CH:3][CH:4]=2)[N:26]1[CH3:29])=[O:20]. (3) Given the reactants [CH3:1][O:2][C:3](=[O:38])[CH:4]=[CH:5][C:6]1[CH:15]=[CH:14][C:13]2[N:12]([CH2:16][CH2:17][CH2:18][NH:19][C:20]([O:22][C:23]([CH3:26])([CH3:25])[CH3:24])=[O:21])[C:11](=[O:27])[C:10]3=[C:28]([CH3:37])[N:29]([CH:31]4[CH2:36][CH2:35][CH2:34][CH2:33][O:32]4)[N:30]=[C:9]3[C:8]=2[CH:7]=1.CO.CCOC(C)=O, predict the reaction product. The product is: [CH3:1][O:2][C:3](=[O:38])[CH2:4][CH2:5][C:6]1[CH:15]=[CH:14][C:13]2[N:12]([CH2:16][CH2:17][CH2:18][NH:19][C:20]([O:22][C:23]([CH3:26])([CH3:25])[CH3:24])=[O:21])[C:11](=[O:27])[C:10]3=[C:28]([CH3:37])[N:29]([CH:31]4[CH2:36][CH2:35][CH2:34][CH2:33][O:32]4)[N:30]=[C:9]3[C:8]=2[CH:7]=1. (4) Given the reactants [Br:1][C:2]1[CH:3]=[C:4]([CH2:12][OH:13])[CH:5]=[CH:6][C:7]=1[C:8]([F:11])([F:10])[F:9].[Si:14](Cl)([C:17]([CH3:20])([CH3:19])[CH3:18])([CH3:16])[CH3:15].N12CCCN=C1CCCCC2.CCOCC, predict the reaction product. The product is: [Br:1][C:2]1[CH:3]=[C:4]([CH:5]=[CH:6][C:7]=1[C:8]([F:10])([F:11])[F:9])[CH2:12][O:13][Si:14]([C:17]([CH3:20])([CH3:19])[CH3:18])([CH3:16])[CH3:15].